Dataset: Forward reaction prediction with 1.9M reactions from USPTO patents (1976-2016). Task: Predict the product of the given reaction. (1) Given the reactants C[O-:2].[Na+].CO.[C:6]1([CH3:12])C=CC=CC=1.[Br:13][C:14]1[CH:19]=[C:18]([F:20])[CH:17]=[CH:16][C:15]=1[CH2:21][C:22]#[N:23], predict the reaction product. The product is: [C:6]([CH:21]([C:15]1[CH:16]=[CH:17][C:18]([F:20])=[CH:19][C:14]=1[Br:13])[C:22]#[N:23])(=[O:2])[CH3:12]. (2) Given the reactants Br[C:2]1[CH:21]=[CH:20][C:5]2[N:6](C(OCC(C)C)=O)[C:7]([NH:9][CH2:10][CH2:11][F:12])=[N:8][C:4]=2[CH:3]=1.[F:22][C:23]1[CH:28]=[CH:27][C:26]([CH2:29][C:30]2[C:31]([N:37]3[CH2:43][C:42]4[CH:44]=[C:45](B(O)O)[CH:46]=[CH:47][C:41]=4[O:40][CH2:39][CH2:38]3)=[N:32][CH:33]=[N:34][C:35]=2[CH3:36])=[CH:25][CH:24]=1.O1CCOCC1.CCN(C(C)C)C(C)C, predict the reaction product. The product is: [F:12][CH2:11][CH2:10][NH:9][C:7]1[NH:6][C:5]2[CH:20]=[CH:21][C:2]([C:45]3[CH:46]=[CH:47][C:41]4[O:40][CH2:39][CH2:38][N:37]([C:31]5[C:30]([CH2:29][C:26]6[CH:25]=[CH:24][C:23]([F:22])=[CH:28][CH:27]=6)=[C:35]([CH3:36])[N:34]=[CH:33][N:32]=5)[CH2:43][C:42]=4[CH:44]=3)=[CH:3][C:4]=2[N:8]=1. (3) Given the reactants C(OC([N:6]1[CH2:12][CH2:11][C:10]2[C:13]([O:18][CH3:19])=[C:14]([CH2:16]O)[S:15][C:9]=2[CH2:8][CH2:7]1)=O)C, predict the reaction product. The product is: [CH3:19][O:18][C:13]1[C:10]2[CH2:11][CH2:12][NH:6][CH2:7][CH2:8][C:9]=2[S:15][C:14]=1[CH3:16]. (4) Given the reactants [C:1](Cl)(=[O:3])[CH3:2].[NH2:5][C:6]1[CH:7]=[C:8]2[C:12](=[CH:13][CH:14]=1)[N:11]([C:15]([O:17][C:18]([CH3:21])([CH3:20])[CH3:19])=[O:16])[C:10]([C:22]([O:24][CH2:25][CH3:26])=[O:23])=[CH:9]2.C(N(CC)CC)C, predict the reaction product. The product is: [C:1]([NH:5][C:6]1[CH:7]=[C:8]2[C:12](=[CH:13][CH:14]=1)[N:11]([C:15]([O:17][C:18]([CH3:19])([CH3:20])[CH3:21])=[O:16])[C:10]([C:22]([O:24][CH2:25][CH3:26])=[O:23])=[CH:9]2)(=[O:3])[CH3:2].